This data is from Catalyst prediction with 721,799 reactions and 888 catalyst types from USPTO. The task is: Predict which catalyst facilitates the given reaction. (1) Reactant: Cl.[Cl:2][CH2:3][CH2:4][NH:5][CH2:6][CH2:7][Cl:8].[C:9](O[C:9]([O:11][C:12]([CH3:15])([CH3:14])[CH3:13])=[O:10])([O:11][C:12]([CH3:15])([CH3:14])[CH3:13])=[O:10].C(Cl)Cl. Product: [Cl:2][CH2:3][CH2:4][N:5]([CH2:6][CH2:7][Cl:8])[C:9](=[O:10])[O:11][C:12]([CH3:15])([CH3:14])[CH3:13]. The catalyst class is: 66. (2) Reactant: [CH3:1][O:2][C:3]1[CH:4]=[C:5]2[C:10](=[CH:11][C:12]=1[O:13][CH3:14])[N:9]=[CH:8][CH:7]=[C:6]2[O:15][C:16]1[CH:21]=[CH:20][C:19]([NH:22][C:23](=O)[CH2:24][O:25][C:26]2[CH:31]=[CH:30][C:29]([CH3:32])=[CH:28][CH:27]=2)=[CH:18][C:17]=1[CH3:34].Cl.[OH-].[Na+]. Product: [CH3:1][O:2][C:3]1[CH:4]=[C:5]2[C:10](=[CH:11][C:12]=1[O:13][CH3:14])[N:9]=[CH:8][CH:7]=[C:6]2[O:15][C:16]1[CH:21]=[CH:20][C:19]([NH:22][CH2:23][CH2:24][O:25][C:26]2[CH:27]=[CH:28][C:29]([CH3:32])=[CH:30][CH:31]=2)=[CH:18][C:17]=1[CH3:34]. The catalyst class is: 7.